From a dataset of Forward reaction prediction with 1.9M reactions from USPTO patents (1976-2016). Predict the product of the given reaction. (1) Given the reactants CO[C:3]([C:5]1[NH:6][N:7]=[C:8]([O:10][CH2:11][C:12]2[C:13]([C:18]3[CH:23]=[CH:22][CH:21]=[CH:20][CH:19]=3)=[N:14][O:15][C:16]=2[CH3:17])[CH:9]=1)=[O:4].[CH3:24][N:25]([CH3:27])[NH2:26], predict the reaction product. The product is: [CH3:24][N:25]([CH3:27])[NH:26][C:3]([C:5]1[NH:6][N:7]=[C:8]([O:10][CH2:11][C:12]2[C:13]([C:18]3[CH:19]=[CH:20][CH:21]=[CH:22][CH:23]=3)=[N:14][O:15][C:16]=2[CH3:17])[CH:9]=1)=[O:4]. (2) Given the reactants [CH2:1]([C:3]1[CH:8]=[CH:7][C:6]([CH2:9][C:10]2[C:11](=[O:16])[NH:12][NH:13][C:14]=2[CH3:15])=[CH:5][CH:4]=1)[CH3:2].[CH2:17]([C:19]1[CH:24]=[CH:23][C:22]([CH2:25][C:26]2[C:27]([O:32][C@@H:33]3[O:50][C@H:49]([CH2:51][O:52][C:53](=[O:55])[CH3:54])[C@@H:44]([O:45][C:46](=[O:48])[CH3:47])[C@H:39]([O:40][C:41](=[O:43])[CH3:42])[C@H:34]3[O:35][C:36](=[O:38])[CH3:37])=[N:28][NH:29][C:30]=2[CH3:31])=[CH:21][CH:20]=1)[CH3:18], predict the reaction product. The product is: [CH2:17]([C:19]1[CH:24]=[CH:23][C:22]([CH2:25][C:26]2[C:27]([O:32][C@@H:33]3[O:50][C@H:49]([CH2:51][O:52][C:53](=[O:55])[CH3:54])[C@@H:44]([O:45][C:46](=[O:48])[CH3:47])[C@H:39]([O:40][C:41](=[O:43])[CH3:42])[C@H:34]3[O:35][C:36](=[O:38])[CH3:37])=[N:28][NH:29][C:30]=2[CH3:31])=[CH:21][CH:20]=1)[CH3:18].[CH2:1]([C:3]1[CH:4]=[CH:5][C:6]([CH2:9][C:10]2[C:11]([O:16][CH:33]3[O:50][C@H:49]([CH2:51][OH:52])[C@@H:44]([OH:45])[C@H:39]([OH:40])[C@H:34]3[OH:35])=[N:12][NH:13][C:14]=2[CH3:15])=[CH:7][CH:8]=1)[CH3:2]. (3) Given the reactants [C:1]([C:3]1[CH:8]=[CH:7][C:6]([S:9]([NH:12][CH2:13][CH:14]([C:35]2[CH:40]=[CH:39][CH:38]=[CH:37][CH:36]=2)[CH2:15][CH2:16][N:17]2[C@H:22]3[CH2:23][CH2:24][C@@H:18]2[CH2:19][CH:20]([N:25]2[C:29]4[CH:30]=[CH:31][CH:32]=[CH:33][C:28]=4[N:27]=[C:26]2[CH3:34])[CH2:21]3)(=[O:11])=[O:10])=[CH:5][CH:4]=1)#[N:2].[OH-].[Na+].C([O-])([O-])=[O:44].[K+].[K+], predict the reaction product. The product is: [CH3:34][C:26]1[N:25]([CH:20]2[CH2:21][C@H:22]3[N:17]([CH2:16][CH2:15][CH:14]([C:35]4[CH:36]=[CH:37][CH:38]=[CH:39][CH:40]=4)[CH2:13][NH:12][S:9]([C:6]4[CH:7]=[CH:8][C:3]([C:1]([NH2:2])=[O:44])=[CH:4][CH:5]=4)(=[O:10])=[O:11])[C@H:18]([CH2:24][CH2:23]3)[CH2:19]2)[C:29]2[CH:30]=[CH:31][CH:32]=[CH:33][C:28]=2[N:27]=1. (4) The product is: [CH3:20][C:19]([CH3:22])([CH3:21])[CH2:18][C:17]1[N:26]=[N:25][C:4]2[CH2:3][C:2]([CH3:9])([CH3:1])[CH2:6][C:5]=2[CH:16]=1. Given the reactants [CH3:1][C:2]1([CH3:9])[CH2:6][C:5](=O)[C:4](=O)[CH2:3]1.COP([CH2:16][C:17](=O)[CH2:18][C:19]([CH3:22])([CH3:21])[CH3:20])(=O)OC.O.[NH2:25][NH2:26], predict the reaction product. (5) Given the reactants [Br:1][C:2]1[CH:3]=[C:4]2[C:9](=[CH:10][CH:11]=1)[N:8]([CH3:12])[CH2:7][CH2:6][NH:5]2.[C:13](O[C:13]([O:15][C:16]([CH3:19])([CH3:18])[CH3:17])=[O:14])([O:15][C:16]([CH3:19])([CH3:18])[CH3:17])=[O:14], predict the reaction product. The product is: [Br:1][C:2]1[CH:3]=[C:4]2[C:9]([N:8]([CH3:12])[CH2:7][CH2:6][N:5]2[C:13]([O:15][C:16]([CH3:19])([CH3:18])[CH3:17])=[O:14])=[CH:10][CH:11]=1. (6) Given the reactants [Cl:1][C:2]1[CH:7]=[CH:6][C:5]([CH:8]([C:35]2[CH:40]=[CH:39][C:38]([Cl:41])=[CH:37][CH:36]=2)[C:9]2[CH:10]=[C:11]3[C:16](=[CH:17][CH:18]=2)[N:15]=[C:14]([O:19][CH2:20][CH2:21][OH:22])[N:13]=[C:12]3[NH:23][CH2:24][C:25]2[CH:30]=[CH:29][CH:28]=[C:27]([C:31]([F:34])([F:33])[F:32])[CH:26]=2)=[CH:4][CH:3]=1.[C:42](#[N:45])[CH:43]=[CH2:44].[OH-].[K+].O, predict the reaction product. The product is: [Cl:41][C:38]1[CH:37]=[CH:36][C:35]([CH:8]([C:5]2[CH:6]=[CH:7][C:2]([Cl:1])=[CH:3][CH:4]=2)[C:9]2[CH:10]=[C:11]3[C:16](=[CH:17][CH:18]=2)[N:15]=[C:14]([O:19][CH2:20][CH2:21][O:22][CH2:44][CH2:43][C:42]#[N:45])[N:13]=[C:12]3[NH:23][CH2:24][C:25]2[CH:30]=[CH:29][CH:28]=[C:27]([C:31]([F:34])([F:33])[F:32])[CH:26]=2)=[CH:40][CH:39]=1. (7) Given the reactants [Cl:1][C:2]1[C:3](I)=[CH:4][C:5]2[C:14]3[C:9](=[C:10]([CH3:15])[N:11]=[CH:12][CH:13]=3)[C:8](=[O:16])[N:7]([CH3:17])[C:6]=2[CH:18]=1.N1C2C(=CC=C3C=2N=CC=C3)C=CC=1.[OH-:34].[K+].Cl, predict the reaction product. The product is: [Cl:1][C:2]1[C:3]([OH:34])=[CH:4][C:5]2[C:14]3[C:9](=[C:10]([CH3:15])[N:11]=[CH:12][CH:13]=3)[C:8](=[O:16])[N:7]([CH3:17])[C:6]=2[CH:18]=1. (8) Given the reactants [C:1]1(=O)[CH2:4][CH2:3][CH2:2]1.[CH2:6]1[C:12]2[CH:13]=[CH:14][C:15]([N:17]3[CH2:22][CH2:21][N:20]([C:23]([O:25][CH2:26][C:27]4[CH:32]=[CH:31][CH:30]=[CH:29][CH:28]=4)=[O:24])[CH2:19][CH2:18]3)=[CH:16][C:11]=2[CH2:10][CH2:9][NH:8][CH2:7]1.C(O)(=O)C.C(O[BH-](OC(=O)C)OC(=O)C)(=O)C.[Na+], predict the reaction product. The product is: [CH:1]1([N:8]2[CH2:7][CH2:6][C:12]3[CH:13]=[CH:14][C:15]([N:17]4[CH2:18][CH2:19][N:20]([C:23]([O:25][CH2:26][C:27]5[CH:32]=[CH:31][CH:30]=[CH:29][CH:28]=5)=[O:24])[CH2:21][CH2:22]4)=[CH:16][C:11]=3[CH2:10][CH2:9]2)[CH2:4][CH2:3][CH2:2]1.